From a dataset of Full USPTO retrosynthesis dataset with 1.9M reactions from patents (1976-2016). Predict the reactants needed to synthesize the given product. (1) The reactants are: C[O:2][C:3]1[CH:4]=[C:5]([C:9]2[O:10][CH:11]=[C:12]([CH3:14])[N:13]=2)[CH:6]=[CH:7][CH:8]=1.O. Given the product [CH3:14][C:12]1[N:13]=[C:9]([C:5]2[CH:4]=[C:3]([OH:2])[CH:8]=[CH:7][CH:6]=2)[O:10][CH:11]=1, predict the reactants needed to synthesize it. (2) Given the product [CH:35]1([C:38](=[O:42])[C:39]([N:32]2[CH2:33][CH2:34][N:29]([C:27](=[O:28])[C:10]3[CH:11]=[C:12]([CH2:13][C:14]4[C:23]5[C:18](=[CH:19][CH:20]=[CH:21][CH:22]=5)[C:17](=[O:24])[NH:16][N:15]=4)[CH:25]=[CH:26][C:9]=3[F:8])[CH2:30][CH2:31]2)=[O:40])[CH2:37][CH2:36]1, predict the reactants needed to synthesize it. The reactants are: OC(C(F)(F)F)=O.[F:8][C:9]1[CH:26]=[CH:25][C:12]([CH2:13][C:14]2[C:23]3[C:18](=[CH:19][CH:20]=[CH:21][CH:22]=3)[C:17](=[O:24])[NH:16][N:15]=2)=[CH:11][C:10]=1[C:27]([N:29]1[CH2:34][CH2:33][NH:32][CH2:31][CH2:30]1)=[O:28].[CH:35]1([C:38](=[O:42])[C:39](O)=[O:40])[CH2:37][CH2:36]1.CCN(C(C)C)C(C)C.CN(C(ON1N=NC2C=CC=NC1=2)=[N+](C)C)C.F[P-](F)(F)(F)(F)F. (3) Given the product [CH3:1][C:2]1[CH:6]=[C:5]([N:7]2[CH2:11][CH2:10][N:9]([CH2:12][C:13]3[CH:18]=[CH:17][C:16]([C:19]([F:21])([F:20])[F:22])=[CH:15][CH:14]=3)[C:8]2=[O:23])[S:4][C:3]=1[C:24]([NH:58][CH2:59][C:60]1[CH:61]=[N:62][CH:63]=[CH:64][CH:65]=1)=[O:25], predict the reactants needed to synthesize it. The reactants are: [CH3:1][C:2]1[CH:6]=[C:5]([N:7]2[CH2:11][CH2:10][N:9]([CH2:12][C:13]3[CH:18]=[CH:17][C:16]([C:19]([F:22])([F:21])[F:20])=[CH:15][CH:14]=3)[C:8]2=[O:23])[S:4][C:3]=1[C:24](O)=[O:25].ON1C2C=CC=CC=2N=N1.Cl.C(N=C=NCCCN(C)C)C.C(N(CC)C(C)C)(C)C.[NH2:58][CH2:59][C:60]1[CH:61]=[N:62][CH:63]=[CH:64][CH:65]=1. (4) Given the product [F:1][C:2]1[CH:3]=[C:4]([CH:8]=[C:9]([F:13])[C:10]=1[O:11][CH3:12])[C:5]([Cl:16])=[O:6], predict the reactants needed to synthesize it. The reactants are: [F:1][C:2]1[CH:3]=[C:4]([CH:8]=[C:9]([F:13])[C:10]=1[O:11][CH3:12])[C:5](O)=[O:6].S(Cl)([Cl:16])=O. (5) Given the product [CH3:9][C:10]1[CH:15]=[CH:14][CH:13]=[C:12]([CH3:16])[C:11]=1[N:4]1[CH:5]=[C:6]([CH:7]=[O:8])[C:2]([CH3:1])=[N:3]1, predict the reactants needed to synthesize it. The reactants are: [CH3:1][C:2]1[C:6]([CH:7]=[O:8])=[CH:5][NH:4][N:3]=1.[CH3:9][C:10]1[CH:15]=[CH:14][CH:13]=[C:12]([CH3:16])[C:11]=1B(O)O.N1C=CC=CC=1.